From a dataset of Peptide-MHC class II binding affinity with 134,281 pairs from IEDB. Regression. Given a peptide amino acid sequence and an MHC pseudo amino acid sequence, predict their binding affinity value. This is MHC class II binding data. (1) The peptide sequence is VVMTSLALVGAALHP. The MHC is DRB1_0802 with pseudo-sequence DRB1_0802. The binding affinity (normalized) is 0.501. (2) The peptide sequence is KCEFQDAYVLLSEKK. The MHC is DRB4_0101 with pseudo-sequence DRB4_0103. The binding affinity (normalized) is 0. (3) The peptide sequence is GIKQLQARVLAVERYLK. The MHC is DRB1_0405 with pseudo-sequence DRB1_0405. The binding affinity (normalized) is 0.556.